Dataset: Forward reaction prediction with 1.9M reactions from USPTO patents (1976-2016). Task: Predict the product of the given reaction. (1) Given the reactants [C:1]([O:5][C:6]([NH:8][CH2:9][C@H:10]1[CH2:15][CH2:14][C@H:13]([C:16]([NH:18][C@H:19]([C:39](=[O:52])[NH:40][C:41]2[CH:46]=[CH:45][C:44]([C:47]3[N:48]=[N:49][NH:50][N:51]=3)=[CH:43][CH:42]=2)[CH2:20][C:21]2[CH:26]=[CH:25][C:24]([C:27]3[CH:32]=[CH:31][CH:30]=[C:29]([C:33]([O:35]CC)=[O:34])[C:28]=3[F:38])=[CH:23][CH:22]=2)=[O:17])[CH2:12][CH2:11]1)=[O:7])([CH3:4])([CH3:3])[CH3:2].O.[OH-].[Li+].Cl, predict the reaction product. The product is: [C:1]([O:5][C:6]([NH:8][CH2:9][C@H:10]1[CH2:15][CH2:14][C@H:13]([C:16]([NH:18][C@H:19]([C:39](=[O:52])[NH:40][C:41]2[CH:46]=[CH:45][C:44]([C:47]3[N:48]=[N:49][NH:50][N:51]=3)=[CH:43][CH:42]=2)[CH2:20][C:21]2[CH:26]=[CH:25][C:24]([C:27]3[CH:32]=[CH:31][CH:30]=[C:29]([C:33]([OH:35])=[O:34])[C:28]=3[F:38])=[CH:23][CH:22]=2)=[O:17])[CH2:12][CH2:11]1)=[O:7])([CH3:4])([CH3:2])[CH3:3]. (2) Given the reactants [Br:1][C:2]1[CH:10]=C2[C:5]([CH:6]=[CH:7]N2)=[CH:4][CH:3]=1.[CH3:11][N+:12]([CH3:15])=CCl.[Cl-].[OH2:17].[OH-].[Na+], predict the reaction product. The product is: [Br:1][C:2]1[CH:10]=[C:15]2[C:5]([C:6]([CH:7]=[O:17])=[CH:11][NH:12]2)=[CH:4][CH:3]=1. (3) Given the reactants [F:1][C:2]([F:36])([F:35])[C:3]1[CH:4]=[C:5]([C:13]([CH3:34])([CH3:33])[C:14]([N:16]([C:18]2[CH:19]=[N:20][C:21](Cl)=[CH:22][C:23]=2[C:24]2[CH:29]=[CH:28][CH:27]=[CH:26][C:25]=2[CH:30]=[O:31])[CH3:17])=[O:15])[CH:6]=[C:7]([C:9]([F:12])([F:11])[F:10])[CH:8]=1.[CH3:37][C:38]([Si:41]([CH3:55])([CH3:54])[O:42][CH2:43][C@@H:44]1[CH2:53][N:52]2[C@H:47]([CH2:48][O:49][CH2:50][CH2:51]2)[CH2:46][NH:45]1)([CH3:40])[CH3:39].[Cl-].[OH-].[Na+], predict the reaction product. The product is: [F:1][C:2]([F:36])([F:35])[C:3]1[CH:4]=[C:5]([C:13]([CH3:34])([CH3:33])[C:14]([N:16]([C:18]2[CH:19]=[N:20][C:21]([N:45]3[C@H:44]([CH2:43][O:42][Si:41]([C:38]([CH3:40])([CH3:39])[CH3:37])([CH3:54])[CH3:55])[CH2:53][N:52]4[C@H:47]([CH2:48][O:49][CH2:50][CH2:51]4)[CH2:46]3)=[CH:22][C:23]=2[C:24]2[CH:29]=[CH:28][CH:27]=[CH:26][C:25]=2[CH:30]=[O:31])[CH3:17])=[O:15])[CH:6]=[C:7]([C:9]([F:12])([F:11])[F:10])[CH:8]=1. (4) Given the reactants [OH:1][C:2]1[CH:11]=[C:10]([OH:12])[CH:9]=[CH:8][C:3]=1[C:4]([O:6][CH3:7])=[O:5].C(=O)([O-])[O-].[K+].[K+].[CH2:19](Br)[C:20]1[CH:25]=[CH:24][CH:23]=[CH:22][CH:21]=1.[I-].[K+], predict the reaction product. The product is: [CH2:19]([O:12][C:10]1[CH:9]=[CH:8][C:3]([C:4]([O:6][CH3:7])=[O:5])=[C:2]([OH:1])[CH:11]=1)[C:20]1[CH:25]=[CH:24][CH:23]=[CH:22][CH:21]=1. (5) Given the reactants [C:1]([C:3]1[CH:11]=[CH:10][CH:9]=[C:8]2[C:4]=1[CH:5]=[CH:6][N:7]2[CH2:12][CH2:13][C:14]([O:16][CH2:17][CH3:18])=[O:15])#[N:2].[NH2:19][OH:20].Cl.C([O-])([O-])=O.[Na+].[Na+], predict the reaction product. The product is: [OH:20][NH:19][C:1](=[NH:2])[C:3]1[CH:11]=[CH:10][CH:9]=[C:8]2[C:4]=1[CH:5]=[CH:6][N:7]2[CH2:12][CH2:13][C:14]([O:16][CH2:17][CH3:18])=[O:15]. (6) Given the reactants [CH:1]1([CH:7]([C:19]2[CH:23]=[C:22]([C:24]3[CH:25]=[N:26][CH:27]=[CH:28][CH:29]=3)[O:21][C:20]=2[CH3:30])[O:8][C:9]2[CH:18]=[CH:17][C:12]([C:13]([O:15]C)=[O:14])=[CH:11][CH:10]=2)[CH2:6][CH2:5][CH2:4][CH2:3][CH2:2]1.[OH-].[Na+].O.Cl, predict the reaction product. The product is: [CH:1]1([CH:7]([C:19]2[CH:23]=[C:22]([C:24]3[CH:25]=[N:26][CH:27]=[CH:28][CH:29]=3)[O:21][C:20]=2[CH3:30])[O:8][C:9]2[CH:10]=[CH:11][C:12]([C:13]([OH:15])=[O:14])=[CH:17][CH:18]=2)[CH2:6][CH2:5][CH2:4][CH2:3][CH2:2]1.